This data is from Reaction yield outcomes from USPTO patents with 853,638 reactions. The task is: Predict the reaction yield, written as a fraction of the theoretical maximum amount of product (1.0 means a 100% yield; for example, 0.34 means a 34% yield). (1) The reactants are C([NH:5][C:6](=O)[C:7]1[CH:12]=[C:11]([CH:13]2[CH2:15][CH2:14]2)[CH:10]=[CH:9][C:8]=1[OH:16])(C)(C)C.Br[CH2:19][C:20]([NH2:22])=[O:21].C(=O)([O-])[O-].[K+].[K+].CC(C)=O. The catalyst is CCOC(C)=O. The product is [C:6]([C:7]1[CH:12]=[C:11]([CH:13]2[CH2:14][CH2:15]2)[CH:10]=[CH:9][C:8]=1[O:16][CH2:19][C:20]([NH2:22])=[O:21])#[N:5]. The yield is 0.960. (2) The reactants are Cl.[CH3:2][C:3]1([CH3:19])[C:11]2[C:6](=[N:7][CH:8]=[CH:9][N:10]=2)[N:5]([CH:12]2[CH2:17][CH2:16][NH:15][CH2:14][CH2:13]2)[C:4]1=[O:18].Cl[C:21]1[N:30]=[CH:29][C:28]2[C:23](=[CH:24][CH:25]=[C:26]([F:31])[CH:27]=2)[N:22]=1.C(=O)([O-])[O-].[K+].[K+].O. The catalyst is CS(C)=O. The product is [F:31][C:26]1[CH:27]=[C:28]2[C:23](=[CH:24][CH:25]=1)[N:22]=[C:21]([N:15]1[CH2:16][CH2:17][CH:12]([N:5]3[C:6]4=[N:7][CH:8]=[CH:9][N:10]=[C:11]4[C:3]([CH3:19])([CH3:2])[C:4]3=[O:18])[CH2:13][CH2:14]1)[N:30]=[CH:29]2. The yield is 0.350. (3) The reactants are [Br:1][C:2]1[CH:7]=[CH:6][C:5]([NH:8][C:9]([NH:11][CH:12]2[CH2:14][CH2:13]2)=[O:10])=[CH:4][CH:3]=1.C(OC(=O)C)(=O)C.[C:22](O)(=[O:27])[CH2:23][C:24](O)=[O:25]. No catalyst specified. The product is [Br:1][C:2]1[CH:7]=[CH:6][C:5]([N:8]2[C:24](=[O:25])[CH2:23][C:22](=[O:27])[N:11]([CH:12]3[CH2:13][CH2:14]3)[C:9]2=[O:10])=[CH:4][CH:3]=1. The yield is 0.730. (4) The reactants are O=C1C2C(=CC=CC=2)C(=O)[N:3]1[C:12]1[CH:17]=[CH:16][C:15]([N:18]2[CH2:23][CH2:22][N:21]([C:24]([O:26][C:27]([CH3:30])([CH3:29])[CH3:28])=[O:25])[CH2:20][CH2:19]2)=[CH:14][C:13]=1[N+:31]([O-:33])=[O:32].NN.CCOC(C)=O.O. The catalyst is C1COCC1. The product is [NH2:3][C:12]1[CH:17]=[CH:16][C:15]([N:18]2[CH2:19][CH2:20][N:21]([C:24]([O:26][C:27]([CH3:30])([CH3:28])[CH3:29])=[O:25])[CH2:22][CH2:23]2)=[CH:14][C:13]=1[N+:31]([O-:33])=[O:32]. The yield is 0.930. (5) The reactants are [Cl:1][C:2]1[S:6][C:5]([S:7]([NH:10][C:11]2[CH:19]=[CH:18][C:14]([C:15]([OH:17])=[O:16])=[C:13]([OH:20])[CH:12]=2)(=[O:9])=[O:8])=[CH:4][C:3]=1[C:21]1[CH:26]=[CH:25][CH:24]=[C:23]([O:27][CH3:28])[C:22]=1[F:29].[CH2:30](O)[CH2:31][CH2:32][OH:33]. No catalyst specified. The product is [Cl:1][C:2]1[S:6][C:5]([S:7]([NH:10][C:11]2[CH:19]=[CH:18][C:14]([C:15]([O:17][CH2:30][CH2:31][CH2:32][OH:33])=[O:16])=[C:13]([OH:20])[CH:12]=2)(=[O:9])=[O:8])=[CH:4][C:3]=1[C:21]1[CH:26]=[CH:25][CH:24]=[C:23]([O:27][CH3:28])[C:22]=1[F:29]. The yield is 0.420. (6) The reactants are [CH2:1]([N:8]1[CH2:13][CH2:12][N:11]([C:14]2(C(N)=O)[CH2:19][CH2:18][CH2:17][CH2:16][CH2:15]2)[CH2:10][CH2:9]1)[C:2]1[CH:7]=[CH:6][CH:5]=[CH:4][CH:3]=1.[H-].[Na+].CI.O.[CH3:28][N:29]([CH:31]=[O:32])[CH3:30]. The catalyst is C1COCC1. The product is [CH2:1]([N:8]1[CH2:9][CH2:10][N:11]([C:14]2([C:31]([N:29]([CH3:30])[CH3:28])=[O:32])[CH2:15][CH2:16][CH2:17][CH2:18][CH2:19]2)[CH2:12][CH2:13]1)[C:2]1[CH:3]=[CH:4][CH:5]=[CH:6][CH:7]=1. The yield is 0.380. (7) The product is [O:37]=[C:21]1[C:22]2[C:27](=[CH:26][CH:25]=[CH:24][CH:23]=2)[C:28]2[N:32]=[C:31]3[CH:33]=[CH:34][CH:35]=[CH:36][N:30]3[C:29]=2[N:20]1[C:17]1[CH:16]=[CH:15][C:14]([CH:5]([C:3]#[N:4])[C:6]([O:8][C:9]([CH3:12])([CH3:11])[CH3:10])=[O:7])=[N:19][CH:18]=1. The yield is 0.450. The catalyst is N1C=CC=CC=1. The reactants are [H-].[Na+].[C:3]([CH2:5][C:6]([O:8][C:9]([CH3:12])([CH3:11])[CH3:10])=[O:7])#[N:4].Br[C:14]1[N:19]=[CH:18][C:17]([N:20]2[C:29]3[N:30]4[CH:36]=[CH:35][CH:34]=[CH:33][C:31]4=[N:32][C:28]=3[C:27]3[C:22](=[CH:23][CH:24]=[CH:25][CH:26]=3)[C:21]2=[O:37])=[CH:16][CH:15]=1.